From a dataset of Catalyst prediction with 721,799 reactions and 888 catalyst types from USPTO. Predict which catalyst facilitates the given reaction. (1) Reactant: Cl[C:2]1[CH:3]=[C:4]2[C:9](=[CH:10][CH:11]=1)[CH:8]=[C:7]([S:12]([N:15]1[CH2:20][CH2:19][N:18]([CH2:21][C:22]3[CH:27]=[CH:26][C:25]([C:28]#[N:29])=[CH:24][CH:23]=3)[C:17](=[O:30])[CH2:16]1)(=[O:14])=[O:13])[CH:6]=[CH:5]2.[ClH:31].[NH2:32][OH:33].C(=O)([O-])O.[Na+]. Product: [Cl:31][C:2]1[CH:3]=[C:4]2[C:9](=[CH:10][CH:11]=1)[CH:8]=[C:7]([S:12]([N:15]1[CH2:20][CH2:19][N:18]([CH2:21][C:22]3[CH:23]=[CH:24][C:25]([C:28](=[NH:29])[NH:32][OH:33])=[CH:26][CH:27]=3)[C:17](=[O:30])[CH2:16]1)(=[O:14])=[O:13])[CH:6]=[CH:5]2. The catalyst class is: 8. (2) Product: [OH:12][C@H:11]1[CH2:10][CH2:9][C:4]2([O:5][CH2:6][CH2:7][O:8]2)[CH2:3][C@@H:2]1[NH:1][CH:14]1[CH2:19][CH2:18][N:17]([C:20]([O:22][CH2:23][C:24]2[CH:25]=[CH:26][CH:27]=[CH:28][CH:29]=2)=[O:21])[CH2:16][CH2:15]1. The catalyst class is: 2. Reactant: [NH2:1][C@@H:2]1[C@@H:11]([OH:12])[CH2:10][CH2:9][C:4]2([O:8][CH2:7][CH2:6][O:5]2)[CH2:3]1.O=[C:14]1[CH2:19][CH2:18][N:17]([C:20]([O:22][CH2:23][C:24]2[CH:29]=[CH:28][CH:27]=[CH:26][CH:25]=2)=[O:21])[CH2:16][CH2:15]1.C(O[BH-](OC(=O)C)OC(=O)C)(=O)C.[Na+].C([O-])(O)=O.[Na+]. (3) Reactant: [F:1][C:2]1[CH:7]=[C:6]([N:8]2[CH2:12][C@H:11]([CH2:13][NH:14][C:15](=[O:17])[CH3:16])[O:10][C:9]2=[O:18])[CH:5]=[CH:4][C:3]=1[C:19]1[CH:24]=[CH:23][C:22]([CH2:25][NH:26][CH2:27][C:28]2[NH:32][N:31]=[N:30][CH:29]=2)=[CH:21][CH:20]=1.[P:33](=[O:37])([OH:36])([OH:35])[OH:34].O1CCCC1. Product: [P:33]([OH:37])([OH:36])([OH:35])=[O:34].[F:1][C:2]1[CH:7]=[C:6]([N:8]2[CH2:12][C@H:11]([CH2:13][NH:14][C:15](=[O:17])[CH3:16])[O:10][C:9]2=[O:18])[CH:5]=[CH:4][C:3]=1[C:19]1[CH:24]=[CH:23][C:22]([CH2:25][NH:26][CH2:27][C:28]2[NH:32][N:31]=[N:30][CH:29]=2)=[CH:21][CH:20]=1. The catalyst class is: 32. (4) Reactant: [NH2:1][C:2]1[CH:3]=[CH:4][C:5]([O:8][CH3:9])=[N:6][CH:7]=1.C([O-])(=O)C.[Na+].[Br:15]Br.S([O-])([O-])(=O)=S.[Na+].[Na+]. Product: [NH2:1][C:2]1[C:7]([Br:15])=[N:6][C:5]([O:8][CH3:9])=[CH:4][CH:3]=1. The catalyst class is: 15. (5) Reactant: [OH:1][C@H:2]([C@H:4]1[NH:9][C:8]([CH3:11])([CH3:10])[CH2:7][C:6](=[O:12])[CH2:5]1)[CH3:3].N1C=CN=C1.[CH3:18][C:19]([Si:22](Cl)([CH3:24])[CH3:23])([CH3:21])[CH3:20]. Product: [Si:22]([O:1][C@H:2]([C@H:4]1[NH:9][C:8]([CH3:11])([CH3:10])[CH2:7][C:6](=[O:12])[CH2:5]1)[CH3:3])([C:19]([CH3:21])([CH3:20])[CH3:18])([CH3:24])[CH3:23]. The catalyst class is: 18. (6) The catalyst class is: 18. Product: [Br:28][C:18]1[S:17][C:16]([C@@:2]2([OH:1])[CH2:8][CH2:7][CH2:6][N:5]([C:9]([O:11][C:12]([CH3:13])([CH3:14])[CH3:15])=[O:10])[CH2:4][CH2:3]2)=[N:20][CH:19]=1. Reactant: [OH:1][C@:2]1([C:16]2[S:17][CH:18]=[CH:19][N:20]=2)[CH2:8][CH2:7][CH2:6][N:5]([C:9]([O:11][C:12]([CH3:15])([CH3:14])[CH3:13])=[O:10])[CH2:4][CH2:3]1.C1C(=O)N([Br:28])C(=O)C1.[O-]S([O-])=O.[Na+].[Na+]. (7) Reactant: Cl.[NH:2]([C:6]1[CH:14]=[CH:13][C:9]([C:10]([OH:12])=[O:11])=[CH:8][CH:7]=1)[C:3]([NH2:5])=[NH:4].[C:15](O[C:15]([O:17][C:18]([CH3:21])([CH3:20])[CH3:19])=[O:16])([O:17][C:18]([CH3:21])([CH3:20])[CH3:19])=[O:16]. Product: [CH3:21][C:18]([O:17][C:15]([NH:4][C:3](=[N:5][C:15]([O:17][C:18]([CH3:21])([CH3:20])[CH3:19])=[O:16])[NH:2][C:6]1[CH:14]=[CH:13][C:9]([C:10]([OH:12])=[O:11])=[CH:8][CH:7]=1)=[O:16])([CH3:19])[CH3:20]. The catalyst class is: 494. (8) Reactant: [F:1][C@H:2]1[CH2:7][NH:6][CH2:5][C@H:4]([NH:8][C:9]2[C:10]3[CH:17]=[CH:16][NH:15][C:11]=3[N:12]=[CH:13][N:14]=2)[CH2:3]1.C(Cl)Cl.CO.[CH2:23]1C[O:26][CH2:25][CH2:24]1. Product: [N:12]1[C:11]2[NH:15][CH:16]=[CH:17][C:10]=2[C:9]([NH:8][C@@H:4]2[CH2:3][C@@H:2]([F:1])[CH2:7][N:6]([C:25](=[O:26])[CH:24]=[CH2:23])[CH2:5]2)=[N:14][CH:13]=1. The catalyst class is: 250. (9) Reactant: CNC1C=[CH:7][C:6]([O:9][C:10]2[CH:15]=[CH:14][CH:13]=[CH:12][CH:11]=2)=[CH:5]C=1.ClC(Cl)([O:19]C(=O)OC(Cl)(Cl)Cl)Cl.C[CH2:29][N:30]([CH:34](C)C)[CH:31]([CH3:33])[CH3:32].FC(F)(F)C([O-])=O.[NH2:44][C@H:45]([CH2:50][C:51]([O:53][CH2:54][C:55]1[CH:60]=[CH:59][CH:58]=[CH:57][CH:56]=1)=[O:52])[CH2:46][NH+:47]([CH3:49])[CH3:48]. Product: [CH3:49][N:47]([CH3:48])[CH2:46][C@H:45]([NH:44][C:34]([N:30]([CH3:29])[C:31]1[CH:32]=[CH:5][C:6]([O:9][C:10]2[CH:11]=[CH:12][CH:13]=[CH:14][CH:15]=2)=[CH:7][CH:33]=1)=[O:19])[CH2:50][C:51]([O:53][CH2:54][C:55]1[CH:56]=[CH:57][CH:58]=[CH:59][CH:60]=1)=[O:52]. The catalyst class is: 1. (10) Reactant: [Cl:1][C:2]1[CH:7]=[C:6]([O:8][C:9]2[CH:14]=[CH:13][C:12]([N:15]=[C:16]=[O:17])=[CH:11][CH:10]=2)[N:5]=[CH:4][N:3]=1.[F:18][C:19]([F:28])([F:27])[C:20]1[CH:21]=[CH:22][CH:23]=[C:24]([CH:26]=1)[NH2:25].[CH2:29]1[CH2:33]OCC1. Product: [Cl:1][C:2]1[N:3]=[CH:4][N:5]=[C:6]([O:8][C:9]2[CH:10]=[CH:11][C:12]([NH:15][C:16]([NH:25][C:24]3[CH:26]=[C:20]([C:19]([F:27])([F:28])[F:18])[CH:21]=[C:22]([CH2:4][N:3]([CH2:33][CH3:29])[CH2:2][CH3:7])[CH:23]=3)=[O:17])=[CH:13][CH:14]=2)[CH:7]=1. The catalyst class is: 28.